Dataset: Reaction yield outcomes from USPTO patents with 853,638 reactions. Task: Predict the reaction yield, written as a fraction of the theoretical maximum amount of product (1.0 means a 100% yield; for example, 0.34 means a 34% yield). (1) The reactants are C[O:2][C:3](=[O:14])[C:4]1[CH:9]=[C:8]([N+:10]([O-:12])=[O:11])[CH:7]=[C:6]([Cl:13])[CH:5]=1.[OH-].[Na+]. The catalyst is CO.O. The product is [Cl:13][C:6]1[CH:5]=[C:4]([CH:9]=[C:8]([N+:10]([O-:12])=[O:11])[CH:7]=1)[C:3]([OH:14])=[O:2]. The yield is 0.920. (2) The reactants are [CH:1]([N:4]1[C:8]([C:9]2[N:18]=[C:17]3[N:11]([CH2:12][CH2:13][O:14][C:15]4[CH:22]=[C:21](O)[N:20]=[CH:19][C:16]=43)[CH:10]=2)=[N:7][CH:6]=[N:5]1)([CH3:3])[CH3:2].[CH3:24][OH:25].[OH2:26]. No catalyst specified. The product is [OH:25][C@@H:24]1[CH2:2][CH2:1][N:4]([C:21]2[N:20]=[CH:19][C:16]3[C:17]4[N:11]([CH:10]=[C:9]([C:8]5[N:4]([CH:1]([CH3:3])[CH3:2])[N:5]=[CH:6][N:7]=5)[N:18]=4)[CH2:12][CH2:13][O:14][C:15]=3[CH:22]=2)[C@@H:8]1[C:9]([NH2:18])=[O:26]. The yield is 0.0600. (3) The reactants are [F:1][C:2]1[C:7]([CH:8]([OH:18])[C:9]2[C:17]3[CH:16]=[N:15][CH:14]=[N:13][C:12]=3[NH:11][CH:10]=2)=[CH:6][CH:5]=[CH:4][C:3]=1[NH:19][S:20]([CH2:23][CH2:24][CH3:25])(=[O:22])=[O:21].CC(OI1(OC(C)=O)(OC(C)=O)OC(=O)C2C1=CC=CC=2)=O.S([O-])([O-])(=O)=S.[Na+].[Na+].C(=O)([O-])[O-].[K+].[K+]. The catalyst is O1CCCC1. The product is [F:1][C:2]1[C:7]([C:8]([C:9]2[C:17]3[CH:16]=[N:15][CH:14]=[N:13][C:12]=3[NH:11][CH:10]=2)=[O:18])=[CH:6][CH:5]=[CH:4][C:3]=1[NH:19][S:20]([CH2:23][CH2:24][CH3:25])(=[O:21])=[O:22]. The yield is 0.950. (4) The product is [OH:8][C:9]1[CH:10]=[CH:11][C:12]2[CH:13]([CH2:21][CH3:22])[CH:14]3[CH2:18][NH:17][CH2:16][CH:15]3[C:19]=2[CH:20]=1. The yield is 0.130. The catalyst is C(Cl)Cl. The reactants are ClC(OCC)=O.C[O:8][C:9]1[CH:10]=[CH:11][C:12]2[CH:13]([CH2:21][CH3:22])[CH:14]3[CH2:18][NH:17][CH2:16][CH:15]3[C:19]=2[CH:20]=1. (5) The reactants are [CH3:1][O:2][C:3]1[CH:8]=[CH:7][CH:6]=[CH:5][C:4]=1[C:9]1[N:14]=[CH:13][N:12]=[C:11]([NH:15][C:16]([CH:18]2[CH2:23][CH2:22][CH2:21][NH:20][CH2:19]2)=[O:17])[CH:10]=1.[C:24](OC(=O)C)(=[O:26])[CH3:25]. The catalyst is ClCCl. The product is [CH3:1][O:2][C:3]1[CH:8]=[CH:7][CH:6]=[CH:5][C:4]=1[C:9]1[N:14]=[CH:13][N:12]=[C:11]([NH:15][C:16]([CH:18]2[CH2:23][CH2:22][CH2:21][N:20]([C:24](=[O:26])[CH3:25])[CH2:19]2)=[O:17])[CH:10]=1. The yield is 0.841. (6) The reactants are [I:1]N1C(=O)CCC1=O.[F:9][C:10]1[CH:11]=[C:12]([CH:16]=[CH:17][C:18]=1[CH3:19])[C:13]([OH:15])=O.S(Cl)(Cl)=O.C(=O)([O-])[O-].[Na+].[Na+].[CH:30]1([NH2:33])[CH2:32][CH2:31]1. The catalyst is FC(F)(F)S(O)(=O)=O. The product is [CH:30]1([NH:33][C:13](=[O:15])[C:12]2[CH:16]=[C:17]([I:1])[C:18]([CH3:19])=[C:10]([F:9])[CH:11]=2)[CH2:32][CH2:31]1. The yield is 0.450.